This data is from CYP2C9 inhibition data for predicting drug metabolism from PubChem BioAssay. The task is: Regression/Classification. Given a drug SMILES string, predict its absorption, distribution, metabolism, or excretion properties. Task type varies by dataset: regression for continuous measurements (e.g., permeability, clearance, half-life) or binary classification for categorical outcomes (e.g., BBB penetration, CYP inhibition). Dataset: cyp2c9_veith. (1) The molecule is COC(=O)c1ccc(Oc2nc(N(C)C)nc(N3CCOCC3)n2)cc1. The result is 0 (non-inhibitor). (2) The molecule is NC(Cc1ccccc1)=NCC(=O)O. The result is 0 (non-inhibitor). (3) The result is 0 (non-inhibitor). The drug is CN(C)C(=O)CSc1nnc(Cc2ccc([N+](=O)[O-])cc2)o1. (4) The molecule is Cc1cc(OC(=O)c2cc(F)c(F)cc2Cl)nc(C)n1. The result is 0 (non-inhibitor). (5) The compound is C[N+](C)(N)CCC[N+](C)(C)N. The result is 0 (non-inhibitor). (6) The compound is CCOC(=O)CSC1=NC(=O)/C(=C\c2ccc(Cl)cc2)S1. The result is 1 (inhibitor). (7) The compound is Cc1ccc(S(=O)(=O)N[C@H]2COC(=O)C/C=C\[C@H](C)[C@@H](NS(=O)(=O)c3ccc(C)cc3)COC(=O)C/C=C\[C@@H]2C)cc1. The result is 0 (non-inhibitor). (8) The compound is COc1cc(OC)cc(C(=O)NC(=S)NCCc2ccccc2)c1. The result is 1 (inhibitor). (9) The compound is CCN1C(=O)[C@H]2CC[C@H]3/C(=N\OCC[C@H]4C=C[C@H](OC(C)=O)[C@@H](COC(C)=O)O4)C[C@@H](O)[C@@H](O)[C@@H]3[C@@H]2C1=O. The result is 0 (non-inhibitor).